Dataset: Reaction yield outcomes from USPTO patents with 853,638 reactions. Task: Predict the reaction yield, written as a fraction of the theoretical maximum amount of product (1.0 means a 100% yield; for example, 0.34 means a 34% yield). (1) The reactants are [NH2:1][CH2:2][CH2:3][C:4]1[CH:9]=[CH:8][C:7]([C:10]2[CH:15]=[CH:14][C:13]([CH:16]([CH3:25])[CH2:17][NH:18][S:19]([CH:22]([CH3:24])[CH3:23])(=[O:21])=[O:20])=[CH:12][CH:11]=2)=[CH:6][CH:5]=1.C(N(CC)CC)C.[CH3:33][S:34](Cl)(=[O:36])=[O:35].C(OCC)(=O)C.CCCCCC. The catalyst is ClCCl. The product is [CH3:33][S:34]([NH:1][CH2:2][CH2:3][C:4]1[CH:5]=[CH:6][C:7]([C:10]2[CH:15]=[CH:14][C:13]([CH:16]([CH3:25])[CH2:17][NH:18][S:19]([CH:22]([CH3:24])[CH3:23])(=[O:21])=[O:20])=[CH:12][CH:11]=2)=[CH:8][CH:9]=1)(=[O:36])=[O:35]. The yield is 0.940. (2) The reactants are [NH2:1][C:2]1[CH:16]=[CH:15][C:5]2[C:6](=[O:14])[NH:7][C:8]3[C:13]([C:4]=2[CH:3]=1)=[CH:12][CH:11]=[CH:10][N:9]=3.Br[CH2:18][C:19]1[CH:28]=[CH:27][C:22]([C:23]([O:25][CH3:26])=[O:24])=[CH:21][CH:20]=1.C([O-])([O-])=O.[K+].[K+]. The catalyst is CN(C=O)C. The product is [O:14]=[C:6]1[C:5]2[CH:15]=[CH:16][C:2]([NH:1][CH2:18][C:19]3[CH:28]=[CH:27][C:22]([C:23]([O:25][CH3:26])=[O:24])=[CH:21][CH:20]=3)=[CH:3][C:4]=2[C:13]2[C:8](=[N:9][CH:10]=[CH:11][CH:12]=2)[NH:7]1. The yield is 0.110. (3) The reactants are [NH2:1][C@@H:2]([CH2:21][S:22]([CH2:25][CH:26]1[CH2:28][CH2:27]1)(=[O:24])=[O:23])[C:3]([NH:5][C@H:6]([CH:10]([C:12]1[O:13][C:14]2[CH:20]=[CH:19][CH:18]=[CH:17][C:15]=2[N:16]=1)[OH:11])[CH2:7][CH2:8][CH3:9])=[O:4].[O:29]1[CH2:34][CH2:33][C:32](=O)[CH2:31][CH2:30]1. The catalyst is C(O)(=O)C.C(#N)C. The product is [O:13]1[C:14]2[CH:20]=[CH:19][CH:18]=[CH:17][C:15]=2[N:16]=[C:12]1[CH:10]([OH:11])[C@@H:6]([NH:5][C:3](=[O:4])[C@@H:2]([NH:1][CH:32]1[CH2:33][CH2:34][O:29][CH2:30][CH2:31]1)[CH2:21][S:22]([CH2:25][CH:26]1[CH2:27][CH2:28]1)(=[O:23])=[O:24])[CH2:7][CH2:8][CH3:9]. The yield is 0.820. (4) The reactants are C([O:5][C:6](=[O:20])[C@@H:7]([N:9]1[C:18](=[O:19])[C:17]2[C:12](=[CH:13][CH:14]=[CH:15][CH:16]=2)[N:11]=[CH:10]1)[CH3:8])(C)(C)C. The catalyst is C(O)(C(F)(F)F)=O. The product is [O:19]=[C:18]1[C:17]2[C:12](=[CH:13][CH:14]=[CH:15][CH:16]=2)[N:11]=[CH:10][N:9]1[C@@H:7]([CH3:8])[C:6]([OH:20])=[O:5]. The yield is 0.940. (5) The reactants are O=P(Cl)(Cl)[Cl:3].[CH2:6]([O:13][C:14]1[C:23]2[C:18](=[C:19]([CH3:26])[C:20]([O:24][CH3:25])=[CH:21][CH:22]=2)[N+:17]([O-])=[CH:16][CH:15]=1)[C:7]1[CH:12]=[CH:11][CH:10]=[CH:9][CH:8]=1. No catalyst specified. The product is [CH2:6]([O:13][C:14]1[C:23]2[C:18](=[C:19]([CH3:26])[C:20]([O:24][CH3:25])=[CH:21][CH:22]=2)[N:17]=[C:16]([Cl:3])[CH:15]=1)[C:7]1[CH:12]=[CH:11][CH:10]=[CH:9][CH:8]=1. The yield is 0.904. (6) The reactants are [NH:1]([CH3:3])[CH3:2].[O-:4][N+:5]1[C:10]2[CH:11]=[C:12]3[C:16](=[CH:17][C:9]=2[N:8]=[C:7]([CH2:18][CH2:19][CH:20]=O)[N:6]=1)[CH2:15][CH2:14][CH2:13]3.[BH3-]C#N.[Na+].CC(O)=O. The yield is 0.550. The catalyst is CO. The product is [CH3:2][N:1]([CH3:3])[CH2:20][CH2:19][CH2:18][C:7]1[N:6]=[N+:5]([O-:4])[C:10]2[CH:11]=[C:12]3[C:16]([CH2:15][CH2:14][CH2:13]3)=[CH:17][C:9]=2[N:8]=1. (7) The reactants are Cl[C:2]1[C:11]2[C:6](=[CH:7][CH:8]=[C:9]([O:12][CH3:13])[CH:10]=2)[CH:5]=[C:4]([Cl:14])[N:3]=1.Cl.[Sn].[NH4+].[OH-]. The catalyst is C(O)(=O)C. The product is [Cl:14][C:4]1[N:3]=[CH:2][C:11]2[C:6]([CH:5]=1)=[CH:7][CH:8]=[C:9]([O:12][CH3:13])[CH:10]=2. The yield is 0.210. (8) The reactants are [OH:1][C:2]1[CH:7]=[CH:6][CH:5]=[CH:4][C:3]=1[C:8]1[N:17]=[C:16]([N:18]2[CH2:22][CH2:21][C@@H:20]([CH2:23][NH:24]C(=O)OCC3C=CC=CC=3)[CH2:19]2)[C:15]2[C:10](=[CH:11][C:12]([CH3:35])=[CH:13][CH:14]=2)[N:9]=1. The catalyst is [Pd].CO. The product is [NH2:24][CH2:23][C@@H:20]1[CH2:21][CH2:22][N:18]([C:16]2[C:15]3[C:10](=[CH:11][C:12]([CH3:35])=[CH:13][CH:14]=3)[N:9]=[C:8]([C:3]3[CH:4]=[CH:5][CH:6]=[CH:7][C:2]=3[OH:1])[N:17]=2)[CH2:19]1. The yield is 0.190. (9) The reactants are [C:1]([O:4][CH2:5][CH3:6])(=[O:3])[CH3:2].C(N([CH2:12][CH3:13])CC)C.FC(F)(F)S(O[Si:20](OS(C(F)(F)F)(=O)=O)([CH3:22])[CH3:21])(=O)=O. No catalyst specified. The product is [CH3:21][Si:20]([CH3:22])([CH2:2][C:1]([O:4][CH2:12][CH3:13])=[O:3])[CH2:2][C:1]([O:4][CH2:5][CH3:6])=[O:3]. The yield is 0.230.